Predict the product of the given reaction. From a dataset of Forward reaction prediction with 1.9M reactions from USPTO patents (1976-2016). (1) Given the reactants [C:1]([C:5]1[N:6]=[C:7]([N:16]2[CH2:20][CH2:19][C:18]([F:22])([F:21])[CH2:17]2)[C:8]2[N:13]=[N:12][N:11]([CH2:14][CH3:15])[C:9]=2[N:10]=1)([CH3:4])([CH3:3])[CH3:2].C(C1N=C(N2CCC(F)(F)C2)C2N=NNC=2N=1)(C)(C)C.BrC[CH2:45][O:46]C, predict the reaction product. The product is: [C:1]([C:5]1[N:6]=[C:7]([N:16]2[CH2:20][CH2:19][C:18]([F:21])([F:22])[CH2:17]2)[C:8]2[N:13]=[N:12][N:11]([CH2:14][CH2:15][O:46][CH3:45])[C:9]=2[N:10]=1)([CH3:2])([CH3:3])[CH3:4]. (2) Given the reactants Cl[C:2]1[C:3]2[C:11]3[CH2:12][CH2:13][CH2:14][CH2:15][C:10]=3[O:9][C:4]=2[N:5]=[C:6]([CH3:8])[N:7]=1.[CH3:16][NH:17][C:18]1[CH:23]=[CH:22][CH:21]=[CH:20][CH:19]=1.[CH2:24]([OH:28])CCC.CO, predict the reaction product. The product is: [CH3:24][O:28][C:21]1[CH:22]=[CH:23][C:18]([N:17]([CH3:16])[C:2]2[C:3]3[C:11]4[CH2:12][CH2:13][CH2:14][CH2:15][C:10]=4[O:9][C:4]=3[N:5]=[C:6]([CH3:8])[N:7]=2)=[CH:19][CH:20]=1. (3) Given the reactants [Br:1][C:2]1[CH:3]=[C:4]([O:9][C:10]2[CH:15]=[CH:14][CH:13]=[CH:12][CH:11]=2)[C:5]([NH2:8])=[N:6][CH:7]=1.[C:16]([N:24]=[C:25]=[S:26])(=[O:23])[C:17]1[CH:22]=[CH:21][CH:20]=[CH:19][CH:18]=1, predict the reaction product. The product is: [C:16]([NH:24][C:25]([NH:8][C:5]1[C:4]([O:9][C:10]2[CH:15]=[CH:14][CH:13]=[CH:12][CH:11]=2)=[CH:3][C:2]([Br:1])=[CH:7][N:6]=1)=[S:26])(=[O:23])[C:17]1[CH:22]=[CH:21][CH:20]=[CH:19][CH:18]=1. (4) Given the reactants Cl[C:2]1[C:3]2[S:10][CH:9]=[C:8]([CH3:11])[C:4]=2[N:5]=[CH:6][N:7]=1.[OH-].[NH4+:13], predict the reaction product. The product is: [CH3:11][C:8]1[C:4]2[N:5]=[CH:6][N:7]=[C:2]([NH2:13])[C:3]=2[S:10][CH:9]=1. (5) Given the reactants [CH3:1][O:2][C:3]([C:5]1[CH:6]=[C:7]2[C:11](=[CH:12][CH:13]=1)[NH:10][N:9]=[CH:8]2)=[O:4].[H-].[Na+].[CH2:16]([O:20][C:21]1[CH:32]=[CH:31][C:30]([O:33][C:34]([F:37])([F:36])[F:35])=[CH:29][C:22]=1[CH2:23]OS(C)(=O)=O)[CH:17]([CH3:19])[CH3:18], predict the reaction product. The product is: [CH3:1][O:2][C:3]([C:5]1[CH:6]=[C:7]2[C:11](=[CH:12][CH:13]=1)[N:10]([CH2:23][C:22]1[CH:29]=[C:30]([O:33][C:34]([F:35])([F:36])[F:37])[CH:31]=[CH:32][C:21]=1[O:20][CH2:16][CH:17]([CH3:19])[CH3:18])[N:9]=[CH:8]2)=[O:4]. (6) Given the reactants [NH:1]1[CH2:11][CH2:10][CH:4]([C:5]([O:7][CH2:8][CH3:9])=[O:6])[CH2:3][CH2:2]1.[CH:12](O)=O.C=O.C(=O)(O)[O-].[Na+], predict the reaction product. The product is: [CH2:8]([O:7][C:5]([CH:4]1[CH2:3][CH2:2][N:1]([CH3:12])[CH2:11][CH2:10]1)=[O:6])[CH3:9].